Dataset: Forward reaction prediction with 1.9M reactions from USPTO patents (1976-2016). Task: Predict the product of the given reaction. Given the reactants [CH2:1]1[NH:6][CH2:5][CH2:4][N:3]2[CH2:7][C@H:8]([CH2:11][OH:12])[CH2:9][CH2:10][C@@H:2]12.Cl[C:14]1[N:19]=[CH:18][CH:17]=[CH:16][N:15]=1.C([O-])([O-])=O.[Na+].[Na+], predict the reaction product. The product is: [N:15]1[CH:16]=[CH:17][CH:18]=[N:19][C:14]=1[N:6]1[CH2:5][CH2:4][N:3]2[CH2:7][C@H:8]([CH2:11][OH:12])[CH2:9][CH2:10][C@H:2]2[CH2:1]1.